Dataset: Catalyst prediction with 721,799 reactions and 888 catalyst types from USPTO. Task: Predict which catalyst facilitates the given reaction. (1) Reactant: [CH3:1][C:2]([CH3:7])([CH2:5][OH:6])[CH2:3][OH:4].[S:8](Cl)(Cl)=[O:9].O. Product: [CH3:1][C:2]1([CH3:7])[CH2:5][O:6][S:8](=[O:9])[O:4][CH2:3]1. The catalyst class is: 27. (2) Reactant: [C:1]([C:3]1[CH:8]=[C:7]([CH3:9])[N:6]2[C:10]([CH2:18][CH:19]3[CH2:24][CH2:23][C:22]([F:26])([F:25])[CH2:21][CH2:20]3)=[C:11](C(OCC)=O)[N:12]=[C:5]2[CH:4]=1)#[N:2].[CH3:27][Mg]Br.[Cl-].[NH4+].[CH2:32]1[CH2:36][O:35]CC1. Product: [F:26][C:22]1([F:25])[CH2:21][CH2:20][CH:19]([CH2:18][C:10]2[N:6]3[C:7]([CH3:9])=[CH:8][C:3]([C:1]#[N:2])=[CH:4][C:5]3=[N:12][C:11]=2[C:36]([OH:35])([CH3:32])[CH3:27])[CH2:24][CH2:23]1. The catalyst class is: 644. (3) Reactant: C[N:2]([C:12]1[CH:17]=[CH:16][CH:15]=[C:14]([N+:18]([O-])=O)[CH:13]=1)[C:3]([NH:5][C:6]1[CH:7]=[N:8][CH:9]=[CH:10][CH:11]=1)=[O:4]. Product: [NH2:18][C:14]1[CH:13]=[C:12]([NH:2][C:3]([NH:5][C:6]2[CH:7]=[N:8][CH:9]=[CH:10][CH:11]=2)=[O:4])[CH:17]=[CH:16][CH:15]=1. The catalyst class is: 19. (4) Reactant: [CH2:1]([O:8][C:9]1[C:10]([NH:16][C:17]2[S:18][C:19]3[C:24]([N:25]=2)=[CH:23][C:22]([C:26]([O:28]C)=[O:27])=[CH:21][N:20]=3)=[N:11][CH:12]=[C:13]([Br:15])[CH:14]=1)[C:2]1[CH:7]=[CH:6][CH:5]=[CH:4][CH:3]=1.[OH-].[Na+]. Product: [CH2:1]([O:8][C:9]1[C:10]([NH:16][C:17]2[S:18][C:19]3[C:24]([N:25]=2)=[CH:23][C:22]([C:26]([OH:28])=[O:27])=[CH:21][N:20]=3)=[N:11][CH:12]=[C:13]([Br:15])[CH:14]=1)[C:2]1[CH:7]=[CH:6][CH:5]=[CH:4][CH:3]=1. The catalyst class is: 14. (5) Reactant: [F:1][C@H:2]1[CH2:7][CH2:6][C@@H:5]([C:8](O)=[O:9])[C@H:4]([C:11]([O:13][CH3:14])=[O:12])[CH2:3]1.C(Cl)(=O)C([Cl:18])=O. Product: [Cl:18][C:8]([C@@H:5]1[CH2:6][CH2:7][C@H:2]([F:1])[CH2:3][C@H:4]1[C:11]([O:13][CH3:14])=[O:12])=[O:9]. The catalyst class is: 59. (6) Reactant: [CH:1]12[O:8][CH:5]([CH2:6][CH2:7]1)[CH2:4][N:3]([C:9]1[N:14]=[C:13]([C:15]3[CH:20]=[CH:19][C:18]([N+:21]([O-])=O)=[CH:17][CH:16]=3)[N:12]=[C:11]3[N:24]([CH:27]4[CH2:32][CH2:31][N:30]([C:33]([O:35][C:36]([CH3:39])([CH3:38])[CH3:37])=[O:34])[CH2:29][CH2:28]4)[N:25]=[CH:26][C:10]=13)[CH2:2]2.C(=O)=O.[H][H]. Product: [NH2:21][C:18]1[CH:17]=[CH:16][C:15]([C:13]2[N:12]=[C:11]3[N:24]([CH:27]4[CH2:28][CH2:29][N:30]([C:33]([O:35][C:36]([CH3:39])([CH3:37])[CH3:38])=[O:34])[CH2:31][CH2:32]4)[N:25]=[CH:26][C:10]3=[C:9]([N:3]3[CH2:2][CH:1]4[O:8][CH:5]([CH2:6][CH2:7]4)[CH2:4]3)[N:14]=2)=[CH:20][CH:19]=1. The catalyst class is: 312.